Dataset: Peptide-MHC class I binding affinity with 185,985 pairs from IEDB/IMGT. Task: Regression. Given a peptide amino acid sequence and an MHC pseudo amino acid sequence, predict their binding affinity value. This is MHC class I binding data. (1) The peptide sequence is VYQVNNLEE. The MHC is HLA-A24:02 with pseudo-sequence HLA-A24:02. The binding affinity (normalized) is 0. (2) The peptide sequence is NTPVSMTYLY. The MHC is HLA-A11:01 with pseudo-sequence HLA-A11:01. The binding affinity (normalized) is 0.331.